This data is from Reaction yield outcomes from USPTO patents with 853,638 reactions. The task is: Predict the reaction yield, written as a fraction of the theoretical maximum amount of product (1.0 means a 100% yield; for example, 0.34 means a 34% yield). (1) The reactants are [CH3:1][C:2]1[N:7]=[C:6]([N+:8]([O-])=O)[C:5]([OH:11])=[CH:4][CH:3]=1. The catalyst is [Pd].C(OCC)(=O)C. The yield is 0.990. The product is [NH2:8][C:6]1[C:5]([OH:11])=[CH:4][CH:3]=[C:2]([CH3:1])[N:7]=1. (2) The reactants are [N:1]1[C:2]([C:10]([OH:12])=O)=[CH:3][N:4]2[CH:9]=[CH:8][CH:7]=[CH:6][C:5]=12.CN(C(ON1N=NC2C=CC=NC1=2)=[N+](C)C)C.F[P-](F)(F)(F)(F)F.C1C=NC2N(O)N=NC=2C=1.Cl.[NH2:48][CH:49]1[CH2:54][CH2:53][CH:52]([N:55]2[C:60](=[O:61])[C:59]3[CH:62]=[C:63]([F:66])[CH:64]=[N:65][C:58]=3[N:57]([CH:67]3[CH2:71][CH2:70][CH2:69][CH2:68]3)[C:56]2=[O:72])[CH2:51][CH2:50]1.C(N(C(C)C)C(C)C)C. The catalyst is CN1CCCC1=O. The product is [CH:67]1([N:57]2[C:58]3[N:65]=[CH:64][C:63]([F:66])=[CH:62][C:59]=3[C:60](=[O:61])[N:55]([CH:52]3[CH2:53][CH2:54][CH:49]([NH:48][C:10]([C:2]4[N:1]=[C:5]5[CH:6]=[CH:7][CH:8]=[CH:9][N:4]5[CH:3]=4)=[O:12])[CH2:50][CH2:51]3)[C:56]2=[O:72])[CH2:68][CH2:69][CH2:70][CH2:71]1. The yield is 0.240. (3) The reactants are [Br:1][C:2]1[CH:11]=[C:10]2[C:5]([C:6](=[O:31])[N:7]([CH3:30])[C:8]([C:12]3[CH:17]=[CH:16][C:15]([O:18][CH2:19][CH2:20][CH2:21][N:22]4[CH2:27][CH2:26][CH2:25][CH2:24][CH2:23]4)=[CH:14][C:13]=3[O:28]C)=[N:9]2)=[CH:4][CH:3]=1.B(F)(F)F.[OH-].[Na+]. The catalyst is C(Cl)Cl.C(OCC)(=O)C. The product is [Br:1][C:2]1[CH:11]=[C:10]2[C:5]([C:6](=[O:31])[N:7]([CH3:30])[C:8]([C:12]3[CH:17]=[CH:16][C:15]([O:18][CH2:19][CH2:20][CH2:21][N:22]4[CH2:27][CH2:26][CH2:25][CH2:24][CH2:23]4)=[CH:14][C:13]=3[OH:28])=[N:9]2)=[CH:4][CH:3]=1. The yield is 0.250. (4) The reactants are [Cl:1][C:2]1[C:7]2[C:8](=[O:22])[N:9]([CH2:11][C:12]3[CH:17]=[CH:16][C:15]([O:18][CH3:19])=[CH:14][C:13]=3[O:20][CH3:21])[CH2:10][C:6]=2[C:5]([F:23])=[C:4](Cl)[N:3]=1.[NH2:25][C@@H:26]1[CH2:31][CH2:30][O:29][CH2:28][C@@H:27]1[NH:32][C:33](=[O:39])[O:34][C:35]([CH3:38])([CH3:37])[CH3:36].CCN(C(C)C)C(C)C. The catalyst is C(#N)C. The product is [Cl:1][C:2]1[C:7]2[C:8](=[O:22])[N:9]([CH2:11][C:12]3[CH:17]=[CH:16][C:15]([O:18][CH3:19])=[CH:14][C:13]=3[O:20][CH3:21])[CH2:10][C:6]=2[C:5]([F:23])=[C:4]([NH:25][C@@H:26]2[CH2:31][CH2:30][O:29][CH2:28][C@@H:27]2[NH:32][C:33](=[O:39])[O:34][C:35]([CH3:37])([CH3:36])[CH3:38])[N:3]=1. The yield is 0.110. (5) The reactants are [CH3:1][C:2]([Si:5]([CH3:37])([CH3:36])[O:6][CH2:7][C@@H:8]([O:10][C:11]1[CH:12]=[C:13]([CH:25]=[C:26]([O:28]CC2C=CC=CC=2)[CH:27]=1)[C:14]([NH:16][C:17]1[CH:21]=[CH:20][N:19]([CH:22]([CH3:24])[CH3:23])[N:18]=1)=[O:15])[CH3:9])([CH3:4])[CH3:3]. The catalyst is C1COCC1. The product is [CH3:1][C:2]([Si:5]([CH3:37])([CH3:36])[O:6][CH2:7][C@@H:8]([O:10][C:11]1[CH:12]=[C:13]([CH:25]=[C:26]([OH:28])[CH:27]=1)[C:14]([NH:16][C:17]1[CH:21]=[CH:20][N:19]([CH:22]([CH3:24])[CH3:23])[N:18]=1)=[O:15])[CH3:9])([CH3:4])[CH3:3]. The yield is 0.970. (6) The reactants are [OH:1][C:2]1[CH:7]=[CH:6][C:5]([C:8](=[O:16])[CH2:9][C:10](=[O:15])[CH2:11][CH2:12][CH2:13][CH3:14])=[CH:4][CH:3]=1.[N+:17]([C:20]1[CH:25]=[CH:24][C:23](ON)=[CH:22][CH:21]=1)([O-:19])=[O:18].O. The catalyst is C(O)(=O)C. The product is [CH2:11]([C:10]1[O:15][C:23]2[CH:24]=[CH:25][C:20]([N+:17]([O-:19])=[O:18])=[CH:21][C:22]=2[C:9]=1[C:8](=[O:16])[C:5]1[CH:4]=[CH:3][C:2]([OH:1])=[CH:7][CH:6]=1)[CH2:12][CH2:13][CH3:14]. The yield is 0.690. (7) The reactants are [Br:1][C:2]1[CH:3]=[CH:4][C:5]([O:16][CH2:17][CH2:18][O:19][CH3:20])=[C:6]([C:8]2[CH:13]=[C:12](Cl)[N:11]=[C:10]([NH2:15])[N:9]=2)[CH:7]=1.[Cl:21][C:22]1[CH:27]=[CH:26][C:25]([NH2:28])=[CH:24][CH:23]=1. No catalyst specified. The product is [Br:1][C:2]1[CH:3]=[CH:4][C:5]([O:16][CH2:17][CH2:18][O:19][CH3:20])=[C:6]([C:8]2[N:9]=[C:10]([NH2:15])[N:11]=[C:12]([NH:28][C:25]3[CH:26]=[CH:27][C:22]([Cl:21])=[CH:23][CH:24]=3)[CH:13]=2)[CH:7]=1. The yield is 0.790.